Dataset: Reaction yield outcomes from USPTO patents with 853,638 reactions. Task: Predict the reaction yield, written as a fraction of the theoretical maximum amount of product (1.0 means a 100% yield; for example, 0.34 means a 34% yield). (1) The reactants are [O:1]1[C:5]2[CH:6]=[CH:7][CH:8]=[CH:9][C:4]=2[CH:3]=[C:2]1[C:10]([NH:12][C:13]1[S:14][CH:15]=[C:16](OS(C(F)(F)F)(=O)=O)[C:17]=1[C:18]([O:20]C(C)(C)C)=[O:19])=[O:11].[CH3:33][C:34]1[C:43]2[C:38](=[CH:39][CH:40]=[CH:41][CH:42]=2)[C:37](B(O)O)=[CH:36][CH:35]=1.C(=O)([O-])[O-].[Na+].[Na+].C(O)C. The catalyst is C1C=CC([P]([Pd]([P](C2C=CC=CC=2)(C2C=CC=CC=2)C2C=CC=CC=2)([P](C2C=CC=CC=2)(C2C=CC=CC=2)C2C=CC=CC=2)[P](C2C=CC=CC=2)(C2C=CC=CC=2)C2C=CC=CC=2)(C2C=CC=CC=2)C2C=CC=CC=2)=CC=1.O.C1(C)C=CC=CC=1. The product is [O:1]1[C:5]2[CH:6]=[CH:7][CH:8]=[CH:9][C:4]=2[CH:3]=[C:2]1[C:10]([NH:12][C:13]1[S:14][CH:15]=[C:16]([C:37]2[C:38]3[C:43](=[CH:42][CH:41]=[CH:40][CH:39]=3)[C:34]([CH3:33])=[CH:35][CH:36]=2)[C:17]=1[C:18]([OH:20])=[O:19])=[O:11]. The yield is 0.260. (2) The reactants are [OH-].[Na+].C[O:4][C:5](=[O:39])/[C:6](/[NH:18][C:19](=[O:38])[C:20]1[CH:25]=[CH:24][C:23]([CH:26]([OH:36])/[CH:27]=[CH:28]/[C:29]2[CH:34]=[CH:33][CH:32]=[C:31]([OH:35])[CH:30]=2)=[CH:22][C:21]=1[Cl:37])=[CH:7]/[C:8]1[CH:9]=[N:10][C:11]2[C:16]([CH:17]=1)=[CH:15][CH:14]=[CH:13][CH:12]=2.Cl. The catalyst is O. The product is [Cl:37][C:21]1[CH:22]=[C:23]([CH:26]([OH:36])/[CH:27]=[CH:28]/[C:29]2[CH:34]=[CH:33][CH:32]=[C:31]([OH:35])[CH:30]=2)[CH:24]=[CH:25][C:20]=1[C:19]([NH:18]/[C:6](=[CH:7]\[C:8]1[CH:9]=[N:10][C:11]2[C:16]([CH:17]=1)=[CH:15][CH:14]=[CH:13][CH:12]=2)/[C:5]([OH:39])=[O:4])=[O:38]. The yield is 0.620. (3) The reactants are [CH2:1]([NH:5][CH2:6][C:7]1[CH:14]=[CH:13][C:10]([C:11]#[N:12])=[CH:9][CH:8]=1)[CH:2]([CH3:4])[CH3:3].C(N(CC)CC)C.[C:22]([O:26][C:27](O[C:27]([O:26][C:22]([CH3:25])([CH3:24])[CH3:23])=[O:28])=[O:28])([CH3:25])([CH3:24])[CH3:23]. The catalyst is C(Cl)Cl. The product is [C:22]([O:26][C:27]([N:5]([CH2:6][C:7]1[CH:14]=[CH:13][C:10]([C:11]#[N:12])=[CH:9][CH:8]=1)[CH2:1][CH:2]([CH3:4])[CH3:3])=[O:28])([CH3:25])([CH3:24])[CH3:23]. The yield is 0.980. (4) The reactants are F[C:2]1[CH:8]=[C:7]([F:9])[C:6]([N+:10]([O-:12])=[O:11])=[CH:5][C:3]=1[NH2:4].C(=O)([O-])[O-].[K+].[K+].[SH:19][CH2:20][CH2:21][OH:22]. The catalyst is CN(C=O)C.C(OCC)(=O)C. The product is [NH2:4][C:3]1[CH:5]=[C:6]([N+:10]([O-:12])=[O:11])[C:7]([F:9])=[CH:8][C:2]=1[S:19][CH2:20][CH2:21][OH:22]. The yield is 0.840.